This data is from CYP2C19 inhibition data for predicting drug metabolism from PubChem BioAssay. The task is: Regression/Classification. Given a drug SMILES string, predict its absorption, distribution, metabolism, or excretion properties. Task type varies by dataset: regression for continuous measurements (e.g., permeability, clearance, half-life) or binary classification for categorical outcomes (e.g., BBB penetration, CYP inhibition). Dataset: cyp2c19_veith. (1) The drug is COc1cc2c(cc1O)CCC1C2CC[C@@]2(C)C1CC[C@@H]2O. The result is 0 (non-inhibitor). (2) The compound is Cc1cccc(NC(=S)NCc2ccccn2)c1. The result is 1 (inhibitor).